Task: Regression. Given a target protein amino acid sequence and a drug SMILES string, predict the binding affinity score between them. We predict pKi (pKi = -log10(Ki in M); higher means stronger inhibition). Dataset: bindingdb_ki.. Dataset: Drug-target binding data from BindingDB using Ki measurements (1) The drug is Nc1ccc([C@H]2CC3CCC2N3)cn1. The target protein sequence is MDYTASCLIFFFIAAGPVFSSDHETRLIGDLFANYNKVVRPVETYKDQVVVTVGLQLIQLINVDEVNQIVSTNIRLKQQWVDVNLKWDPAKYGGVKKLRIPSSEVWCPDLVLYNNADGDFAISKDTKILLEHTGKITWTPPAIFKSYCEIIVTHFPFDQQNCSMKFGTWTYDGTLVVINPDRDRPDLSNFMASGEWMMKDYRCWKHWVYYTCCPDKPYLDITYHFVLQRLPLYFIVNVIIPCLLFSFLTGLVFYLPTDSGEKMTLSISVLLSLTVFLLVIVELIPSTSSAVPLIGKYMLFTMVFVIASIIITVIVINTHHRSPSTHTMPPWVRKIFIDTIPNIMFFSTMKRPSQEKQPQTTFAEEMDISDISGKLGPAAVTYQSPALKNPDVKSAIEGIKYIAETMKSDQESNKASEEWKFVAMVLDHILLAVFMTVCVIGTLAVFAGRIIEMNMQD. The pKi is 9.8. (2) The drug is O=c1[nH]cnc2c([NH2+]CCCP(=O)([O-])[O-])c[nH]c12. The target protein (P20035) has sequence MPIPNNPGAGENAFDPVFVNDDDGYDLDSFMIPAHYKKYLTKVLVPNGVIKNRIEKLAYDIKKVYNNEEFHILCLLKGSRGFFTALLKHLSRIHNYSAVETSKPLFGEHYVRVKSYCNDQSTGTLEIVSEDLSCLKGKHVLIVEDIIDTGKTLVKFCEYLKKFEIKTVAIACLFIKRTPLWNGFKADFVGFSIPDHFVVGYSLDYNEIFRDLDHCCLVNDEGKKKYKATSL. The pKi is 8.0. (3) The target protein (P00690) has sequence MKLFLLLSAFGFCWAQYAPQTQSGRTSIVHLFEWRWVDIALECERYLGPKGFGGVQVSPPNENIVVTNPSRPWWERYQPVSYKLCTRSGNENEFRDMVTRCNNVGVRIYVDAVINHMCGSGAAAGTGTTCGSYCNPGNREFPAVPYSAWDFNDGKCKTASGGIESYNDPYQVRDCQLVGLLDLALEKDYVRSMIADYLNKLIDIGVAGFRIDASKHMWPGDIKAVLDKLHNLNTNWFPAGSRPFIFQEVIDLGGEAIQSSEYFGNGRVTEFKYGAKLGTVVRKWSGEKMSYLKNWGEGWGFMPSDRALVFVDNHDNQRGHGAGGASILTFWDARLYKVAVGFMLAHPYGFTRVMSSYRWARNFVNGQDVNDWIGPPNNNGVIKEVTINADTTCGNDWVCEHRWRQIRNMVWFRNVVDGQPFANWWANGSNQVAFGRGNRGFIVFNNDDWQLSSTLQTGLPGGTYCDVISGDKVGNSCTGIKVYVSSDGTAQFSISNSAED.... The pKi is 3.1. The small molecule is CO[C@@H]1O[C@H](Cn2cc(-c3ccccc3)nn2)[C@@H]2OC(C)(C)OC21. (4) The target protein sequence is MDSPIQIFRGEPGPTCAPSACLPPNSSAWFPGWAEPDSNGSAGSEDAQLEPAHISPAIPVIITAVYSVVFVVGLVGNSLVMFVIIRYTKMKTATNIYIFNLALADALVTTTMPFQSTVYLMNSWPFGDVLCKIVISIDYYNMFTSIFTLTMMSVDRYIAVCHPVKALDFRTPLKAKIINICIWLLSSSVGISAIVLGGTKVREDVDVIECSLQFPDDDYSWWDLFMAICVFIFAFVIPVLIIIVCYTLMILRLKSVRLLSGSREKDRNLRRITRLVLVVVAVFVVCWTPIHIFILVEALGSTSHSTAALSSYYFCIALGYTNSSLNPILYAFLDENFKRCFRDFCFPLKMRMERQSTSRVRNTVQDPAYLRDIDGMNKPV. The pKi is 8.6. The compound is CC[C@H](C)[C@H](NC(=O)[C@H](CCCNC(=N)N)NC(=O)[C@H](CCCNC(=N)N)NC(=O)[C@H](CC(C)C)NC(=O)[C@H](Cc1ccccc1)NC(=O)CNC(=O)CNC(=O)[C@@H](N)Cc1ccc(O)cc1)C(=O)N[C@@H](CCCNC(=N)N)C(=O)N1CCC[C@H]1C(=O)N[C@@H](CCCCN)C(=O)N[C@@H](CC(C)C)C(=O)N[C@@H](CCCCN)C(=O)O. (5) The drug is CC(C)(C)NC(=O)[C@@H]1CN(Cc2cccnc2)CCN1C[C@@H](O)C[C@@H](Cc1ccccc1)C(=O)N[C@H]1c2ccccc2C[C@H]1O. The target protein sequence is PQITLWKRPLVTIKIGGQLKEALIDTGADDTVIEEMSLPGRWKPKMIGGIGGFIKVRQYDQIIIEIAGHKAIGTVLVGPTPVNIIGRNLLTQIGATLNF. The pKi is 8.8.